Dataset: Reaction yield outcomes from USPTO patents with 853,638 reactions. Task: Predict the reaction yield, written as a fraction of the theoretical maximum amount of product (1.0 means a 100% yield; for example, 0.34 means a 34% yield). (1) The reactants are [C:1](=[O:42])(OC1C=CC([N+]([O-])=O)=CC=1)[O:2][C@H:3]1[CH2:7][C@H:6]([C:8]2[N:12]3[C:13]4[CH:19]=[CH:18][N:17](S(C5C=CC(C)=CC=5)(=O)=O)[C:14]=4[N:15]=[CH:16][C:11]3=[N:10][N:9]=2)[C@H:5]([CH2:30][CH3:31])[CH2:4]1.[CH:43]1([NH2:46])[CH2:45][CH2:44]1.[OH-].[Na+]. The catalyst is O1CCOCC1. The product is [CH:43]1([NH:46][C:1](=[O:42])[O:2][C@H:3]2[CH2:7][C@H:6]([C:8]3[N:12]4[C:13]5[CH:19]=[CH:18][NH:17][C:14]=5[N:15]=[CH:16][C:11]4=[N:10][N:9]=3)[C@H:5]([CH2:30][CH3:31])[CH2:4]2)[CH2:45][CH2:44]1. The yield is 0.670. (2) The reactants are [CH2:1]([S:8][C:9]1[CH:10]=[CH:11][C:12]([NH:22][C:23]2[CH:28]=[C:27]([C:29]#[N:30])[C:26]([Br:31])=[CH:25][C:24]=2[O:32][CH3:33])=[C:13](/[CH:15]=[CH:16]/[C:17]([O:19]CC)=O)[CH:14]=1)[C:2]1[CH:7]=[CH:6][CH:5]=[CH:4][CH:3]=1.CO.C[O-].[Na+]. The catalyst is C(Cl)Cl. The product is [CH2:1]([S:8][C:9]1[CH:14]=[C:13]2[C:12](=[CH:11][CH:10]=1)[N:22]([C:23]1[C:24]([O:32][CH3:33])=[CH:25][C:26]([Br:31])=[C:27]([CH:28]=1)[C:29]#[N:30])[C:17](=[O:19])[CH:16]=[CH:15]2)[C:2]1[CH:3]=[CH:4][CH:5]=[CH:6][CH:7]=1. The yield is 0.910.